From a dataset of Experimentally validated miRNA-target interactions with 360,000+ pairs, plus equal number of negative samples. Binary Classification. Given a miRNA mature sequence and a target amino acid sequence, predict their likelihood of interaction. (1) The miRNA is hsa-miR-4442 with sequence GCCGGACAAGAGGGAGG. The protein sequence of the target gene is MAGPELLLDSNIRLWVVLPIVIITFFVGMIRHYVSILLQSDKKLTQEQVSDSQVLIRSRVLRENGKYIPKQSFLTRKYYFNNPEDGFFKKTKRKVVPPSPMTDPTMLTDMMKGNVTNVLPMILIGGWINMTFSGFVTTKVPFPLTLRFKPMLQQGIELLTLDASWVSSASWYFLNVFGLRSIYSLILGQDNAADQSRMMQEQMTGAAMAMPADTNKAFKTEWEALELTDHQWALDDVEEELMARDLHFEGMFKKELQTSIF. Result: 0 (no interaction). (2) The miRNA is hsa-miR-3689d with sequence GGGAGGUGUGAUCUCACACUCG. The protein sequence of the target gene is MGDQALSFLKDFLAGGIAAAVSKTAVAPIERVKLLLQVQHASKQISAEKQYKGIIDCVVRIPKEQGFLSFWRGNLANVIRYFPTQALNFAFKDKYKQIFLGGVDRHKQFWRYFAGNLASGGAAGATSLCFVYPLDFARTRLAADVGKGSSQREFNGLGDCLTKIFKSDGLKGLYQGFSVSVQGIIIYRAAYFGVYDTAKGMLPDPKNVHIIVSWMIAQSVTAVAGLVSYPFDTVRRRMMMQSGRKGADIMYTGTLDCWRKIAKDEGANAFFKGAWSNVLRGMGGAFVLVLYDEIKKYV. Result: 0 (no interaction).